Task: Predict the reaction yield, written as a fraction of the theoretical maximum amount of product (1.0 means a 100% yield; for example, 0.34 means a 34% yield).. Dataset: Reaction yield outcomes from USPTO patents with 853,638 reactions The reactants are C([CH2:8][NH:9][CH2:10][CH2:11][N:12]1[CH2:17][CH2:16][CH:15]([O:18][C:19](=[O:33])[NH:20][C:21]2[CH:26]=[CH:25][CH:24]=[CH:23][C:22]=2[C:27]2[CH:32]=[CH:31][CH:30]=[CH:29][CH:28]=2)[CH2:14][CH2:13]1)C1C=CC=CC=1.CCO.C(OC(C)C)(=O)C. The catalyst is C(Cl)Cl. The product is [CH3:8][NH:9][CH2:10][CH2:11][N:12]1[CH2:17][CH2:16][CH:15]([O:18][C:19](=[O:33])[NH:20][C:21]2[CH:26]=[CH:25][CH:24]=[CH:23][C:22]=2[C:27]2[CH:32]=[CH:31][CH:30]=[CH:29][CH:28]=2)[CH2:14][CH2:13]1. The yield is 0.700.